From a dataset of Catalyst prediction with 721,799 reactions and 888 catalyst types from USPTO. Predict which catalyst facilitates the given reaction. (1) The catalyst class is: 3. Reactant: [C:1]([N:4]1[CH2:9][CH2:8][N:7]([C:10]2[CH:15]=[CH:14][C:13]([NH:16][C:17](=[O:22])[C:18]([NH:20][NH2:21])=[O:19])=[CH:12][CH:11]=2)[CH2:6][CH2:5]1)(=[O:3])[CH3:2].[CH2:23]([O:25][C:26]1[CH:27]=[C:28]([NH:32][C:33](=S)OC2C(F)=C(F)C(F)=C(F)C=2F)[CH:29]=[CH:30][CH:31]=1)[CH3:24].C1N=CN(C(N2C=NC=C2)=O)C=1. Product: [C:1]([N:4]1[CH2:9][CH2:8][N:7]([C:10]2[CH:11]=[CH:12][C:13]([NH:16][C:17]([C:18]3[O:19][C:33]([NH:32][C:28]4[CH:29]=[CH:30][CH:31]=[C:26]([O:25][CH2:23][CH3:24])[CH:27]=4)=[N:21][N:20]=3)=[O:22])=[CH:14][CH:15]=2)[CH2:6][CH2:5]1)(=[O:3])[CH3:2]. (2) Reactant: [F:1][C:2]1[N:10]=[C:9]2[C:5]([NH:6][C:7]([CH2:11][C:12]3[C:20]([Cl:21])=[CH:19][C:15]4[O:16][CH2:17][O:18][C:14]=4[CH:13]=3)=[N:8]2)=[C:4]([NH2:22])[N:3]=1.C([O-])([O-])=O.[Cs+].[Cs+].S(C1C=CC(C)=CC=1)(O[CH2:33][CH2:34][CH2:35][C:36]#[CH:37])(=O)=O. Product: [F:1][C:2]1[N:10]=[C:9]2[C:5]([N:6]=[C:7]([CH2:11][C:12]3[C:20]([Cl:21])=[CH:19][C:15]4[O:16][CH2:17][O:18][C:14]=4[CH:13]=3)[N:8]2[CH2:37][CH2:36][CH2:35][C:34]#[CH:33])=[C:4]([NH2:22])[N:3]=1. The catalyst class is: 3.